Predict the reaction yield, written as a fraction of the theoretical maximum amount of product (1.0 means a 100% yield; for example, 0.34 means a 34% yield). From a dataset of Reaction yield outcomes from USPTO patents with 853,638 reactions. (1) The reactants are [CH3:1][O:2][CH2:3][C:4]1[O:5][C:6]([CH3:19])=[CH:7][C:8](=[O:18])[C:9]=1[O:10][CH2:11][C:12]1[CH:17]=[CH:16][CH:15]=[CH:14][CH:13]=1.O[CH:21](C1OC(C)=CC(=O)C=1OCC1C=CC=CC=1)[CH2:22]C. No catalyst specified. The product is [CH3:1][O:2][CH:3]([C:4]1[O:5][C:6]([CH3:19])=[CH:7][C:8](=[O:18])[C:9]=1[O:10][CH2:11][C:12]1[CH:17]=[CH:16][CH:15]=[CH:14][CH:13]=1)[CH2:21][CH3:22]. The yield is 0.903. (2) The reactants are [CH2:1]([NH:8][C:9]([C:11]1[S:15][C:14]([N:16]2[CH:21]=[CH:20][C:19]([OH:22])=[CH:18][C:17]2=[O:23])=[N:13][C:12]=1[CH3:24])=[O:10])[C:2]1[CH:7]=[CH:6][CH:5]=[CH:4][CH:3]=1.C(=O)([O-])[O-].[Cs+].[Cs+].Cl[CH2:32][C:33]1[O:34][C:35]([C:38]2[CH:43]=[CH:42][CH:41]=[CH:40][CH:39]=2)=[N:36][N:37]=1. The catalyst is CN(C)C=O. The product is [CH2:1]([NH:8][C:9]([C:11]1[S:15][C:14]([N:16]2[CH:21]=[CH:20][C:19]([O:22][CH2:32][C:33]3[O:34][C:35]([C:38]4[CH:39]=[CH:40][CH:41]=[CH:42][CH:43]=4)=[N:36][N:37]=3)=[CH:18][C:17]2=[O:23])=[N:13][C:12]=1[CH3:24])=[O:10])[C:2]1[CH:7]=[CH:6][CH:5]=[CH:4][CH:3]=1. The yield is 0.380. (3) The reactants are [NH2:1][C:2]1[CH:17]=[C:16]([F:18])[C:15]([F:19])=[CH:14][C:3]=1[C:4]([NH:6][C:7]1[CH:12]=[CH:11][CH:10]=[CH:9][C:8]=1[Cl:13])=[O:5].[Cl:20][CH2:21][C:22](Cl)=O. The catalyst is C(O)(=O)C. The product is [Cl:20][CH2:21][C:22]1[N:6]([C:7]2[CH:12]=[CH:11][CH:10]=[CH:9][C:8]=2[Cl:13])[C:4](=[O:5])[C:3]2[C:2](=[CH:17][C:16]([F:18])=[C:15]([F:19])[CH:14]=2)[N:1]=1. The yield is 0.260. (4) The reactants are Br[C:2]1[N:7]=[C:6]([NH:8][C:9]2[CH:13]=[C:12]([C:14]([CH3:17])([CH3:16])[CH3:15])[NH:11][N:10]=2)[C:5]([Cl:18])=[CH:4][N:3]=1.[C:19]([NH:23][S:24]([C:27]1[S:28][C:29](B2OC(C)(C)C(C)(C)O2)=[CH:30][CH:31]=1)(=[O:26])=[O:25])([CH3:22])([CH3:21])[CH3:20].C([O-])([O-])=O.[Na+].[Na+]. The catalyst is O1CCOCC1. The product is [C:19]([NH:23][S:24]([C:27]1[S:28][C:29]([C:2]2[N:7]=[C:6]([NH:8][C:9]3[CH:13]=[C:12]([C:14]([CH3:17])([CH3:16])[CH3:15])[NH:11][N:10]=3)[C:5]([Cl:18])=[CH:4][N:3]=2)=[CH:30][CH:31]=1)(=[O:25])=[O:26])([CH3:22])([CH3:20])[CH3:21]. The yield is 0.210. (5) The reactants are P(Cl)(Cl)(Cl)=O.[CH2:6]([NH:10][C:11]1[CH:16]=[C:15]([O:17][CH3:18])[CH:14]=[C:13]([O:19][CH3:20])[CH:12]=1)[CH2:7][CH2:8][CH3:9].C(Cl)(Cl)Cl.CN(C)[CH:27]=[O:28]. The product is [CH2:6]([N:10]([CH2:6][CH2:7][CH2:8][CH3:9])[C:11]1[CH:16]=[C:15]([O:17][CH3:18])[C:14]([CH:27]=[O:28])=[C:13]([O:19][CH3:20])[CH:12]=1)[CH2:7][CH2:8][CH3:9]. No catalyst specified. The yield is 0.800.